This data is from Full USPTO retrosynthesis dataset with 1.9M reactions from patents (1976-2016). The task is: Predict the reactants needed to synthesize the given product. Given the product [NH:2]1[CH2:14][CH2:15][N:16]=[C:1]1[C:3]1[CH:4]=[CH:5][C:6]([CH2:9][C:10]([OH:12])=[O:11])=[CH:7][CH:8]=1, predict the reactants needed to synthesize it. The reactants are: [C:1]([C:3]1[CH:8]=[CH:7][C:6]([CH2:9][C:10]([OH:12])=[O:11])=[CH:5][CH:4]=1)#[N:2].Cl.[CH2:14](N)[CH2:15][NH2:16].[OH-].[Na+].